From a dataset of Catalyst prediction with 721,799 reactions and 888 catalyst types from USPTO. Predict which catalyst facilitates the given reaction. (1) Reactant: [OH:1][C@H:2]([CH2:35][OH:36])[CH2:3][NH:4][C:5]([C:7]1[NH:8][C:9]([C:12]2[CH:17]=[C:16]([O:18][C:19]3[CH:24]=[N:23][C:22]([S:25]([CH3:28])(=[O:27])=[O:26])=[CH:21][N:20]=3)[CH:15]=[C:14]([O:29][C@@H:30]([CH3:34])[CH2:31][O:32][CH3:33])[CH:13]=2)=[CH:10][CH:11]=1)=[O:6].C(N(CC)CC)C.[CH:44]([Si:47](Cl)([CH:51]([CH3:53])[CH3:52])[CH:48]([CH3:50])[CH3:49])([CH3:46])[CH3:45]. Product: [OH:1][C@H:2]([CH2:35][O:36][Si:47]([CH:51]([CH3:53])[CH3:52])([CH:48]([CH3:50])[CH3:49])[CH:44]([CH3:46])[CH3:45])[CH2:3][NH:4][C:5]([C:7]1[NH:8][C:9]([C:12]2[CH:17]=[C:16]([O:18][C:19]3[CH:24]=[N:23][C:22]([S:25]([CH3:28])(=[O:27])=[O:26])=[CH:21][N:20]=3)[CH:15]=[C:14]([O:29][C@@H:30]([CH3:34])[CH2:31][O:32][CH3:33])[CH:13]=2)=[CH:10][CH:11]=1)=[O:6]. The catalyst class is: 172. (2) Reactant: O[C:2]1[N:9]=[C:8]([CH:10]([CH3:12])[CH3:11])[CH:7]=[C:6]([C:13]2[CH:18]=[CH:17][CH:16]=[CH:15][CH:14]=2)[C:3]=1[C:4]#[N:5].P(Cl)(Cl)([Cl:21])=O. Product: [Cl:21][C:2]1[N:9]=[C:8]([CH:10]([CH3:12])[CH3:11])[CH:7]=[C:6]([C:13]2[CH:18]=[CH:17][CH:16]=[CH:15][CH:14]=2)[C:3]=1[C:4]#[N:5]. The catalyst class is: 3. (3) Reactant: [Br-].[CH:2]1([CH2:8][Zn+])[CH2:7][CH2:6][CH2:5][CH2:4][CH2:3]1.C1COCC1.[O:15]1[C:19]2[CH:20]=[CH:21][C:22]([C:24]3([C:27]([NH:29][C:30]4[CH:35]=[CH:34][CH:33]=[C:32](Br)[N:31]=4)=[O:28])[CH2:26][CH2:25]3)=[CH:23][C:18]=2[O:17][CH2:16]1. Product: [O:15]1[C:19]2[CH:20]=[CH:21][C:22]([C:24]3([C:27]([NH:29][C:30]4[CH:35]=[CH:34][CH:33]=[C:32]([CH2:8][CH:2]5[CH2:7][CH2:6][CH2:5][CH2:4][CH2:3]5)[N:31]=4)=[O:28])[CH2:26][CH2:25]3)=[CH:23][C:18]=2[O:17][CH2:16]1. The catalyst class is: 140.